From a dataset of Forward reaction prediction with 1.9M reactions from USPTO patents (1976-2016). Predict the product of the given reaction. (1) Given the reactants BrCCBr.C=C.C[Si](Cl)(C)C.Br[C:13]1[S:14][CH:15]=[CH:16][N:17]=1.[CH3:18][O:19][C:20]([C:22]1[CH:23]=[C:24]([C:29]2[CH:34]=[CH:33][C:32]([CH3:35])=[CH:31][CH:30]=2)[CH:25]=[C:26](I)[CH:27]=1)=[O:21], predict the reaction product. The product is: [CH3:18][O:19][C:20]([C:22]1[CH:23]=[C:24]([C:29]2[CH:30]=[CH:31][C:32]([CH3:35])=[CH:33][CH:34]=2)[CH:25]=[C:26]([C:13]2[S:14][CH:15]=[CH:16][N:17]=2)[CH:27]=1)=[O:21]. (2) Given the reactants [F:1][B-:2]([F:5])([F:4])[F:3].[C:6]1([C:12]2[CH:17]=[C:16]([C:18]3[CH:23]=[CH:22][CH:21]=[CH:20][CH:19]=3)[CH:15]=[C:14]([C:24]3[CH:29]=[CH:28][CH:27]=[CH:26][CH:25]=3)[O+]=2)[CH:11]=[CH:10][CH:9]=[CH:8][CH:7]=1.[CH3:30][C:31]1[CH:38]=[CH:37][C:34]([CH2:35][NH2:36])=[CH:33][CH:32]=1, predict the reaction product. The product is: [F:1][B-:2]([F:5])([F:4])[F:3].[CH3:30][C:31]1[CH:38]=[CH:37][C:34]([CH2:35][N+:36]2[C:12]([C:6]3[CH:11]=[CH:10][CH:9]=[CH:8][CH:7]=3)=[CH:17][C:16]([C:18]3[CH:23]=[CH:22][CH:21]=[CH:20][CH:19]=3)=[CH:15][C:14]=2[C:24]2[CH:29]=[CH:28][CH:27]=[CH:26][CH:25]=2)=[CH:33][CH:32]=1. (3) The product is: [CH3:3][C:4]1([CH3:13])[C:8](=[O:9])[CH2:7][CH2:6][C:5]1=[O:10]. Given the reactants [OH-].[K+].[CH3:3][CH:4]1[C:8](=[O:9])[CH2:7][CH2:6][C:5]1=[O:10].CI.[CH2:13](OCC)C, predict the reaction product. (4) Given the reactants CN(C)C=O.[C:6](=[O:26])([O:22][CH:23](Cl)[CH3:24])[O:7][CH2:8][CH2:9][CH2:10][C@@H:11]([O:18][N+:19]([O-:21])=[O:20])[C@H:12]([O:14][N+:15]([O-:17])=[O:16])[CH3:13].[CH2:27]([O:29][C:30]1[N:34]([CH2:35][C:36]2[CH:41]=[CH:40][C:39]([C:42]3[CH:47]=[CH:46][CH:45]=[CH:44][C:43]=3[C:48]3[N:52]([C:53]([C:66]4[CH:71]=[CH:70][CH:69]=[CH:68][CH:67]=4)([C:60]4[CH:65]=[CH:64][CH:63]=[CH:62][CH:61]=4)[C:54]4[CH:59]=[CH:58][CH:57]=[CH:56][CH:55]=4)[N:51]=[N:50][N:49]=3)=[CH:38][CH:37]=2)[C:33]2[C:72]([C:76]([OH:78])=[O:77])=[CH:73][CH:74]=[CH:75][C:32]=2[N:31]=1)[CH3:28].C(=O)([O-])[O-].[Cs+].[Cs+], predict the reaction product. The product is: [CH2:27]([O:29][C:30]1[N:34]([CH2:35][C:36]2[CH:37]=[CH:38][C:39]([C:42]3[CH:47]=[CH:46][CH:45]=[CH:44][C:43]=3[C:48]3[N:52]([C:53]([C:60]4[CH:61]=[CH:62][CH:63]=[CH:64][CH:65]=4)([C:54]4[CH:55]=[CH:56][CH:57]=[CH:58][CH:59]=4)[C:66]4[CH:71]=[CH:70][CH:69]=[CH:68][CH:67]=4)[N:51]=[N:50][N:49]=3)=[CH:40][CH:41]=2)[C:33]2[C:72]([C:76]([O:78][CH:23]([O:22][C:6]([O:7][CH2:8][CH2:9][CH2:10][C@@H:11]([O:18][N+:19]([O-:21])=[O:20])[C@H:12]([O:14][N+:15]([O-:17])=[O:16])[CH3:13])=[O:26])[CH3:24])=[O:77])=[CH:73][CH:74]=[CH:75][C:32]=2[N:31]=1)[CH3:28]. (5) Given the reactants [Cl:1][C:2]1[CH:7]=[CH:6][C:5]([C:8]2[CH2:13][CH2:12][C:11]([CH3:15])([CH3:14])[CH2:10][C:9]=2[CH2:16][OH:17])=[CH:4][CH:3]=1.CC(OI1(OC(C)=O)(OC(C)=O)OC(=O)C2C=CC=CC1=2)=O, predict the reaction product. The product is: [Cl:1][C:2]1[CH:3]=[CH:4][C:5]([C:8]2[CH2:13][CH2:12][C:11]([CH3:14])([CH3:15])[CH2:10][C:9]=2[CH:16]=[O:17])=[CH:6][CH:7]=1. (6) Given the reactants [N-:1]([S:9]([C:12]([F:15])([F:14])[F:13])(=[O:11])=[O:10])[S:2]([C:5]([F:8])([F:7])[F:6])(=[O:4])=[O:3].[F:16][C:17]([F:28])([F:27])[CH2:18][I+]C1C=CC(F)=CC=1.[CH3:29][N:30]1[CH:34]=[CH:33][N:32]=[CH:31]1, predict the reaction product. The product is: [N-:1]([S:2]([C:5]([F:8])([F:6])[F:7])(=[O:4])=[O:3])[S:9]([C:12]([F:15])([F:14])[F:13])(=[O:11])=[O:10].[CH3:29][N+:30]1[CH:34]=[CH:33][N:32]([CH2:18][C:17]([F:16])([F:27])[F:28])[CH:31]=1.